This data is from Full USPTO retrosynthesis dataset with 1.9M reactions from patents (1976-2016). The task is: Predict the reactants needed to synthesize the given product. Given the product [Br:1][C:2]1[CH:7]=[CH:6][C:5]([O:8][C:9](=[O:18])[CH:10]=[CH:11][C:12]2[CH:17]=[CH:16][CH:15]=[CH:14][CH:13]=2)=[CH:4][CH:3]=1, predict the reactants needed to synthesize it. The reactants are: [Br:1][C:2]1[CH:7]=[CH:6][C:5]([OH:8])=[CH:4][CH:3]=1.[C:9](Cl)(=[O:18])[CH:10]=[CH:11][C:12]1[CH:17]=[CH:16][CH:15]=[CH:14][CH:13]=1.C(N(CC)CC)C.